Dataset: Reaction yield outcomes from USPTO patents with 853,638 reactions. Task: Predict the reaction yield, written as a fraction of the theoretical maximum amount of product (1.0 means a 100% yield; for example, 0.34 means a 34% yield). (1) The reactants are [Cl:1][C:2]1[CH:10]=[CH:9][CH:8]=[C:7]2[C:3]=1[C:4]([C:13]([O:15][CH3:16])=[O:14])=[C:5]([CH3:12])[N:6]2[CH3:11].C1C(=O)N([Br:24])C(=O)C1.C(OOC(=O)C1C=CC=CC=1)(=O)C1C=CC=CC=1. The catalyst is C(Cl)(Cl)(Cl)Cl. The product is [Br:24][CH2:12][C:5]1[N:6]([CH3:11])[C:7]2[C:3]([C:4]=1[C:13]([O:15][CH3:16])=[O:14])=[C:2]([Cl:1])[CH:10]=[CH:9][CH:8]=2. The yield is 0.480. (2) The reactants are [CH3:1][O:2][C:3]1[C:4]([N+:16]([O-:18])=[O:17])=[C:5]([CH:9]=[C:10]([O:14][CH3:15])[C:11]=1[O:12][CH3:13])[C:6]([OH:8])=O.C(Cl)(=O)C(Cl)=O.[NH2:25][C:26]1[CH:31]=[CH:30][C:29]([Br:32])=[CH:28][N:27]=1.N1C=CC=CC=1. The catalyst is ClCCl.CN(C)C=O. The product is [Br:32][C:29]1[CH:30]=[CH:31][C:26]([NH:25][C:6]([C:5]2[CH:9]=[C:10]([O:14][CH3:15])[C:11]([O:12][CH3:13])=[C:3]([O:2][CH3:1])[C:4]=2[N+:16]([O-:18])=[O:17])=[O:8])=[N:27][CH:28]=1. The yield is 0.980. (3) The reactants are C([CH2:4][CH2:5][CH2:6][CH:7]=[O:8])C=C.C(O)(C(F)(F)F)=[O:10].C(Cl)(Cl)Cl.N1C=[CH:23][CH:22]=[CH:21]1. No catalyst specified. The product is [CH2:21]([O:8][CH2:7][CH2:6][CH2:5][CH2:4][OH:10])[CH:22]=[CH2:23]. The yield is 0.810. (4) The reactants are [N:1]1[CH:6]=[CH:5][CH:4]=[N:3][C:2]=1[N:7]1[CH2:10][C:9]2([CH2:13][NH:12][CH2:11]2)[CH2:8]1.[Cl:14][C:15]1[CH:20]=[C:19]([Cl:21])[CH:18]=[CH:17][C:16]=1[CH2:22][N:23]=[C:24]=[O:25]. No catalyst specified. The product is [Cl:14][C:15]1[CH:20]=[C:19]([Cl:21])[CH:18]=[CH:17][C:16]=1[CH2:22][NH:23][C:24]([N:12]1[CH2:13][C:9]2([CH2:10][N:7]([C:2]3[N:3]=[CH:4][CH:5]=[CH:6][N:1]=3)[CH2:8]2)[CH2:11]1)=[O:25]. The yield is 0.620. (5) The reactants are Br[C:2]1[C:7]2=[N:8][C:9]([C:12]([NH2:14])=[O:13])=[CH:10][N:11]=[C:6]2[CH:5]=[N:4][CH:3]=1.[F:15][C:16]1[CH:17]=[C:18](B(O)O)[CH:19]=[CH:20][C:21]=1[C:22]([F:25])([F:24])[F:23].C(=O)([O-])[O-].[Cs+].[Cs+].O1CCOCC1. The catalyst is C1(P([C-]2C=CC=C2)C2C=CC=CC=2)C=CC=CC=1.[C-]1(P(C2C=CC=CC=2)C2C=CC=CC=2)C=CC=C1.[Fe+2].[Pd](Cl)Cl.O. The product is [F:15][C:16]1[CH:17]=[C:18]([C:2]2[C:7]3=[N:8][C:9]([C:12]([NH2:14])=[O:13])=[CH:10][N:11]=[C:6]3[CH:5]=[N:4][CH:3]=2)[CH:19]=[CH:20][C:21]=1[C:22]([F:23])([F:24])[F:25]. The yield is 0.510. (6) The reactants are [CH3:1][O:2][C:3](=[O:16])[C:4]1[CH:9]=[C:8](I)[C:7]([C:11]([F:14])([F:13])[F:12])=[CH:6][C:5]=1[NH2:15].[CH:17]([N:20]1[C:24]([Sn](CCCC)(CCCC)CCCC)=[CH:23][CH:22]=[N:21]1)([CH3:19])[CH3:18]. The catalyst is O1CCOCC1.C1C=CC(P(C2C=CC=CC=2)[C-]2C=CC=C2)=CC=1.C1C=CC(P(C2C=CC=CC=2)[C-]2C=CC=C2)=CC=1.Cl[Pd]Cl.[Fe+2]. The product is [CH3:1][O:2][C:3](=[O:16])[C:4]1[CH:9]=[C:8]([C:24]2[N:20]([CH:17]([CH3:19])[CH3:18])[N:21]=[CH:22][CH:23]=2)[C:7]([C:11]([F:14])([F:13])[F:12])=[CH:6][C:5]=1[NH2:15]. The yield is 0.450. (7) The reactants are [Cl-].O[NH3+:3].[C:4](=[O:7])([O-])[OH:5].[Na+].CS(C)=O.[OH:13][CH:14]([CH3:51])[C:15]([CH3:50])([CH3:49])[O:16][C:17]1[CH:22]=[CH:21][C:20]([N:23]2[C:28](=[O:29])[C:27]([CH2:30][C:31]3[CH:36]=[CH:35][C:34]([C:37]4[C:38]([C:43]#[N:44])=[CH:39][CH:40]=[CH:41][CH:42]=4)=[CH:33][CH:32]=3)=[C:26]([CH2:45][CH2:46][CH3:47])[N:25]=[C:24]2[CH3:48])=[CH:19][CH:18]=1. The catalyst is O.C(OCC)(=O)C. The product is [OH:13][CH:14]([CH3:51])[C:15]([CH3:49])([CH3:50])[O:16][C:17]1[CH:22]=[CH:21][C:20]([N:23]2[C:28](=[O:29])[C:27]([CH2:30][C:31]3[CH:36]=[CH:35][C:34]([C:37]4[CH:42]=[CH:41][CH:40]=[CH:39][C:38]=4[C:43]4[NH:3][C:4](=[O:7])[O:5][N:44]=4)=[CH:33][CH:32]=3)=[C:26]([CH2:45][CH2:46][CH3:47])[N:25]=[C:24]2[CH3:48])=[CH:19][CH:18]=1. The yield is 0.680. (8) The reactants are [C:1]([C:3]1[C:8](=[O:9])[NH:7][C:6]([CH3:13])([C:10]([OH:12])=O)[CH2:5][C:4]=1[C:14]1[CH:19]=[CH:18][C:17]([CH3:20])=[CH:16][CH:15]=1)#[N:2].[CH3:21][NH:22][O:23][CH3:24].C(Cl)CCl.CN1CCOCC1. The catalyst is C(Cl)Cl. The product is [C:1]([C:3]1[C:8](=[O:9])[NH:7][C:6]([CH3:13])([C:10]([N:22]([O:23][CH3:24])[CH3:21])=[O:12])[CH2:5][C:4]=1[C:14]1[CH:19]=[CH:18][C:17]([CH3:20])=[CH:16][CH:15]=1)#[N:2]. The yield is 0.310.